Dataset: Full USPTO retrosynthesis dataset with 1.9M reactions from patents (1976-2016). Task: Predict the reactants needed to synthesize the given product. (1) Given the product [F:1][C:2]1[CH:7]=[CH:6][C:5]([F:8])=[CH:4][C:3]=1[CH:9]1[CH2:13][CH2:12][CH2:11][N:10]1[C:14]1[CH:19]=[CH:18][N:17]2[N:20]=[CH:21][C:22](/[CH:23]=[CH:24]/[C:25]([N:29]3[CH2:32][CH:31]([OH:33])[CH2:30]3)=[O:26])=[C:16]2[N:15]=1, predict the reactants needed to synthesize it. The reactants are: [F:1][C:2]1[CH:7]=[CH:6][C:5]([F:8])=[CH:4][C:3]=1[CH:9]1[CH2:13][CH2:12][CH2:11][N:10]1[C:14]1[CH:19]=[CH:18][N:17]2[N:20]=[CH:21][C:22](/[CH:23]=[CH:24]/[C:25](O)=[O:26])=[C:16]2[N:15]=1.Cl.[NH:29]1[CH2:32][CH:31]([OH:33])[CH2:30]1.CCN(C(C)C)C(C)C.CN(C(ON1N=NC2C=CC=NC1=2)=[N+](C)C)C.F[P-](F)(F)(F)(F)F. (2) Given the product [CH3:1][C:2]1[C:10]2[C:5](=[N:6][CH:7]=[C:8]([C:24]3[CH:29]=[CH:28][CH:27]=[CH:26][CH:25]=3)[C:9]=2[N:11]2[CH2:16][CH2:15][N:14]([C:17]([O:19][C:20]([CH3:23])([CH3:21])[CH3:22])=[O:18])[CH2:13][CH2:12]2)[NH:4][CH:3]=1, predict the reactants needed to synthesize it. The reactants are: [CH3:1][C:2]1[C:10]2[C:5](=[N:6][CH:7]=[C:8]([C:24]3[CH:29]=[CH:28][CH:27]=[CH:26][CH:25]=3)[C:9]=2[N:11]2[CH2:16][CH2:15][N:14]([C:17]([O:19][C:20]([CH3:23])([CH3:22])[CH3:21])=[O:18])[CH2:13][CH2:12]2)[N:4](S(C2C=CC=CC=2)(=O)=O)[CH:3]=1.C1COCC1.CO.[Li+].[OH-]. (3) Given the product [F:1][C:2]1[CH:7]=[CH:6][C:5]([NH2:8])=[CH:4][C:3]=1[C:11]1[C:20]2[C:15](=[CH:16][CH:17]=[CH:18][CH:19]=2)[CH:14]=[CH:13][N:12]=1, predict the reactants needed to synthesize it. The reactants are: [F:1][C:2]1[CH:7]=[CH:6][C:5]([N+:8]([O-])=O)=[CH:4][C:3]=1[C:11]1[C:20]2[C:15](=[CH:16][CH:17]=[CH:18][CH:19]=2)[CH:14]=[CH:13][N:12]=1.[Sn](Cl)Cl.C([O-])(O)=O.[Na+].[OH-].[Na+]. (4) Given the product [CH:1]([C:4]1[C:13]([C:14]2[NH:18][C:17]([CH2:19][CH2:20][O:21][CH3:22])=[N:16][N:15]=2)=[CH:12][C:7]([C:8]([OH:10])=[O:9])=[C:6]([CH3:23])[CH:5]=1)([CH3:3])[CH3:2], predict the reactants needed to synthesize it. The reactants are: [CH:1]([C:4]1[C:13]([C:14]2[NH:18][C:17]([CH2:19][CH2:20][O:21][CH3:22])=[N:16][N:15]=2)=[CH:12][C:7]([C:8]([O:10]C)=[O:9])=[C:6]([CH3:23])[CH:5]=1)([CH3:3])[CH3:2].O.[OH-].[Li+].CO. (5) Given the product [C:1]1([S:7]([C:10]2[CH:11]=[CH:12][C:13]([CH2:16][NH2:17])=[N:14][CH:15]=2)(=[O:8])=[O:9])[CH:2]=[CH:3][CH:4]=[CH:5][CH:6]=1, predict the reactants needed to synthesize it. The reactants are: [C:1]1([S:7]([C:10]2[CH:11]=[CH:12][C:13]([C:16]#[N:17])=[N:14][CH:15]=2)(=[O:9])=[O:8])[CH:6]=[CH:5][CH:4]=[CH:3][CH:2]=1.[OH-].[NH4+]. (6) Given the product [C:26]([C:11]1[C:12]([S:14][CH2:15][C:16]2[CH:21]=[CH:20][N:19]=[C:18]([C:22]([NH:24][CH3:25])=[O:23])[CH:17]=2)=[N:13][C:8]([O:3][CH2:2][CH2:1][OH:4])=[C:9]([C:34]#[N:35])[C:10]=1[C:28]1[CH:33]=[CH:32][CH:31]=[CH:30][CH:29]=1)#[N:27], predict the reactants needed to synthesize it. The reactants are: [CH2:1]([OH:4])[CH2:2][OH:3].[H-].[Na+].Cl[C:8]1[N:13]=[C:12]([S:14][CH2:15][C:16]2[CH:21]=[CH:20][N:19]=[C:18]([C:22]([NH:24][CH3:25])=[O:23])[CH:17]=2)[C:11]([C:26]#[N:27])=[C:10]([C:28]2[CH:33]=[CH:32][CH:31]=[CH:30][CH:29]=2)[C:9]=1[C:34]#[N:35].